From a dataset of NCI-60 drug combinations with 297,098 pairs across 59 cell lines. Regression. Given two drug SMILES strings and cell line genomic features, predict the synergy score measuring deviation from expected non-interaction effect. (1) Drug 1: C1=NC2=C(N=C(N=C2N1C3C(C(C(O3)CO)O)O)F)N. Drug 2: CC12CCC3C(C1CCC2OP(=O)(O)O)CCC4=C3C=CC(=C4)OC(=O)N(CCCl)CCCl.[Na+]. Cell line: SNB-19. Synergy scores: CSS=9.39, Synergy_ZIP=-6.97, Synergy_Bliss=-3.60, Synergy_Loewe=-12.3, Synergy_HSA=-4.40. (2) Drug 1: C1CC(C1)(C(=O)O)C(=O)O.[NH2-].[NH2-].[Pt+2]. Drug 2: CC1CCC2CC(C(=CC=CC=CC(CC(C(=O)C(C(C(=CC(C(=O)CC(OC(=O)C3CCCCN3C(=O)C(=O)C1(O2)O)C(C)CC4CCC(C(C4)OC)OCCO)C)C)O)OC)C)C)C)OC. Cell line: NCIH23. Synergy scores: CSS=5.26, Synergy_ZIP=0.468, Synergy_Bliss=3.80, Synergy_Loewe=2.41, Synergy_HSA=2.59.